Task: Predict the reactants needed to synthesize the given product.. Dataset: Full USPTO retrosynthesis dataset with 1.9M reactions from patents (1976-2016) (1) Given the product [CH3:1][O:2][C:3](=[O:22])[CH:4]([NH:11][C:31]([O:33][C:34]([CH3:35])([CH3:36])[CH3:37])=[O:32])[CH2:5][CH2:6][C:7]([CH3:8])([CH3:9])[CH3:10], predict the reactants needed to synthesize it. The reactants are: [CH3:1][O:2][C:3](=[O:22])[C:4]([NH:11]C(OCC1C=CC=CC=1)=O)=[CH:5][CH2:6][C:7]([CH3:10])([CH3:9])[CH3:8].[CH3:35][C:34]([O:33][C:31](O[C:31]([O:33][C:34]([CH3:37])([CH3:36])[CH3:35])=[O:32])=[O:32])([CH3:37])[CH3:36]. (2) Given the product [Br:1][CH2:2][C:3](=[O:4])[NH:5][CH2:7][CH2:8][O:9][CH2:10][CH2:11][O:12][CH2:13][CH2:14][O:15][CH2:16][CH2:17][NH:18][C:19](=[O:27])[CH2:20][CH2:21][CH2:22][CH2:23][C:24]([OH:26])=[O:25], predict the reactants needed to synthesize it. The reactants are: [Br:1][CH2:2][C:3]([NH2:5])=[O:4].N[CH2:7][CH2:8][O:9][CH2:10][CH2:11][O:12][CH2:13][CH2:14][O:15][CH2:16][CH2:17][NH:18][C:19](=[O:27])[CH2:20][CH2:21][CH2:22][CH2:23][C:24]([OH:26])=[O:25].BrCC(Br)=O. (3) The reactants are: Br[C:2]1[C:10]2[O:9][CH2:8][C@H:7]([C:11]3[CH:16]=[CH:15][C:14]([CH:17]([CH3:19])[CH3:18])=[CH:13][CH:12]=3)[C:6]=2[C:5]([CH3:20])=[C:4]([NH:21][C:22](=[O:28])[CH2:23][C:24]([CH3:27])([CH3:26])[CH3:25])[C:3]=1[CH3:29].[C:30](OCC)(=[O:32])C.CCCCCC. Given the product [CH:17]([C:14]1[CH:13]=[CH:12][C:11]([C@@H:7]2[C:6]3[C:5]([CH3:20])=[C:4]([NH:21][C:22](=[O:28])[CH2:23][C:24]([CH3:26])([CH3:25])[CH3:27])[C:3]([CH3:29])=[C:2]([O:32][CH3:30])[C:10]=3[O:9][CH2:8]2)=[CH:16][CH:15]=1)([CH3:18])[CH3:19], predict the reactants needed to synthesize it. (4) Given the product [C:1]([N:4]1[CH2:11][C:10]2[S:9][C:8]([C:12]3[CH:17]=[CH:16][C:15]([O:18][CH2:19][CH2:20][CH2:21][N:25]4[CH2:26][CH2:27][CH2:28][CH:24]4[CH3:23])=[CH:14][CH:13]=3)=[N:7][C:6]=2[CH2:5]1)(=[O:3])[CH3:2], predict the reactants needed to synthesize it. The reactants are: [C:1]([N:4]1[CH2:11][C:10]2[S:9][C:8]([C:12]3[CH:17]=[CH:16][C:15]([O:18][CH2:19][CH2:20][CH2:21]Cl)=[CH:14][CH:13]=3)=[N:7][C:6]=2[CH2:5]1)(=[O:3])[CH3:2].[CH3:23][CH:24]1[CH2:28][CH2:27][CH2:26][NH:25]1. (5) Given the product [CH3:20][O:21][C:22](=[O:25])[CH2:23][N:16]1[CH:17]=[C:13]([C:9]2[CH:10]=[CH:11][CH:12]=[C:7]([S:4]([CH3:3])(=[O:6])=[O:5])[CH:8]=2)[C:14]([C:18]#[N:19])=[CH:15]1, predict the reactants needed to synthesize it. The reactants are: [H-].[Na+].[CH3:3][S:4]([C:7]1[CH:8]=[C:9]([C:13]2[C:14]([C:18]#[N:19])=[CH:15][NH:16][CH:17]=2)[CH:10]=[CH:11][CH:12]=1)(=[O:6])=[O:5].[CH3:20][O:21][C:22](=[O:25])[CH2:23]Br.